From a dataset of Full USPTO retrosynthesis dataset with 1.9M reactions from patents (1976-2016). Predict the reactants needed to synthesize the given product. (1) Given the product [CH:15]1([C:12]2[S:11][C:10]([NH:9][C:8]([NH:20][C:21]3[CH:22]=[C:23]4[C:28](=[CH:29][CH:30]=3)[N:27]=[C:26]([CH3:31])[CH:25]=[CH:24]4)=[O:19])=[N:14][CH:13]=2)[CH2:16][CH2:17][CH2:18]1, predict the reactants needed to synthesize it. The reactants are: C1(O[C:8](=[O:19])[NH:9][C:10]2[S:11][C:12]([CH:15]3[CH2:18][CH2:17][CH2:16]3)=[CH:13][N:14]=2)C=CC=CC=1.[NH2:20][C:21]1[CH:22]=[C:23]2[C:28](=[CH:29][CH:30]=1)[N:27]=[C:26]([CH3:31])[CH:25]=[CH:24]2. (2) Given the product [Br:1][C:2]1[C:3]([F:9])=[C:4]([CH:5]=[C:6]([Cl:8])[CH:7]=1)[C:18]([OH:20])=[O:19], predict the reactants needed to synthesize it. The reactants are: [Br:1][C:2]1[CH:7]=[C:6]([Cl:8])[CH:5]=[CH:4][C:3]=1[F:9].[Li+].CC([N-]C(C)C)C.[C:18](=[O:20])=[O:19]. (3) Given the product [C:14]([C:12]1[N:13]=[C:9]([N:7]2[CH2:8][CH:5]([S:4][C:37]3[C@H:38]([CH3:61])[C@@H:39]4[C@@H:56]([C@H:57]([OH:59])[CH3:58])[C:55](=[O:60])[N:40]4[C:41]=3[C:42]([O:44][CH2:45][C:46]3[CH:51]=[CH:50][C:49]([N+:52]([O-:54])=[O:53])=[CH:48][CH:47]=3)=[O:43])[CH2:6]2)[O:10][CH:11]=1)#[N:15], predict the reactants needed to synthesize it. The reactants are: C([S:4][CH:5]1[CH2:8][N:7]([C:9]2[O:10][CH:11]=[C:12]([C:14]#[N:15])[N:13]=2)[CH2:6]1)(=O)C.C(O)(=O)C.NN.C1(P(O[C:37]2[C@H:38]([CH3:61])[C@H:39]3[C@@H:56]([C@H:57]([OH:59])[CH3:58])[C:55](=[O:60])[N:40]3[C:41]=2[C:42]([O:44][CH2:45][C:46]2[CH:51]=[CH:50][C:49]([N+:52]([O-:54])=[O:53])=[CH:48][CH:47]=2)=[O:43])(C2C=CC=CC=2)=O)C=CC=CC=1.C(N(C(C)C)CC)(C)C.C(=O)([O-])O.[Na+]. (4) The reactants are: [CH3:1][N:2]1[CH2:7][CH2:6][NH:5][CH2:4][CH2:3]1.CC(C)([O-])C.[Na+].C(P(C(C)(C)C)C(C)(C)C)(C)(C)C.Br[C:28]1[CH:33]=[CH:32][C:31]([C:34]2[NH:35][C:36](=[O:50])[C:37]3[N:42]([CH:43]4[CH2:48][CH2:47][CH2:46][CH2:45][CH2:44]4)[N:41]=[C:40]([CH3:49])[C:38]=3[N:39]=2)=[C:30]([O:51][CH3:52])[CH:29]=1. Given the product [CH:43]1([N:42]2[C:37]3[C:36](=[O:50])[NH:35][C:34]([C:31]4[CH:32]=[CH:33][C:28]([N:5]5[CH2:6][CH2:7][N:2]([CH3:1])[CH2:3][CH2:4]5)=[CH:29][C:30]=4[O:51][CH3:52])=[N:39][C:38]=3[C:40]([CH3:49])=[N:41]2)[CH2:48][CH2:47][CH2:46][CH2:45][CH2:44]1, predict the reactants needed to synthesize it. (5) Given the product [Cl:2][C:3]1[C:4]([F:29])=[C:5]([CH:26]=[CH:27][CH:28]=1)[NH:6][C:7]1[C:16]2[C:11](=[CH:12][C:13]([O:24][CH3:25])=[C:14]([O:17][CH2:18][CH:19]3[CH2:23][CH2:22][N:21]([S:31]([CH3:30])(=[O:33])=[O:32])[CH2:20]3)[CH:15]=2)[N:10]=[CH:9][N:8]=1, predict the reactants needed to synthesize it. The reactants are: Cl.[Cl:2][C:3]1[C:4]([F:29])=[C:5]([CH:26]=[CH:27][CH:28]=1)[NH:6][C:7]1[C:16]2[C:11](=[CH:12][C:13]([O:24][CH3:25])=[C:14]([O:17][CH2:18][CH:19]3[CH2:23][CH2:22][NH:21][CH2:20]3)[CH:15]=2)[N:10]=[CH:9][N:8]=1.[CH3:30][S:31](Cl)(=[O:33])=[O:32]. (6) Given the product [Br:1][C:2]1[CH:7]=[CH:6][C:5]([CH:8]([OH:13])[C:9]([F:11])([F:12])[F:10])=[C:4]([CH3:14])[CH:3]=1, predict the reactants needed to synthesize it. The reactants are: [Br:1][C:2]1[CH:7]=[CH:6][C:5]([C:8](=[O:13])[C:9]([F:12])([F:11])[F:10])=[C:4]([CH3:14])[CH:3]=1.[BH4-].[Na+]. (7) The reactants are: Br[C:2]1[N:7]=[C:6]2[N:8]([CH2:12][CH2:13][CH:14]3[CH2:19][CH2:18][O:17][CH2:16][CH2:15]3)[C:9](=[O:11])[NH:10][C:5]2=[N:4][CH:3]=1.B(O)(O)[C:21]1[CH:26]=[CH:25][C:24]([C:27]([NH2:29])=[O:28])=[CH:23][CH:22]=1.ClCCl.P([O-])([O-])([O-])=O.[K+].[K+].[K+]. Given the product [O:11]=[C:9]1[NH:10][C:5]2=[N:4][CH:3]=[C:2]([C:21]3[CH:26]=[CH:25][C:24]([C:27]([NH2:29])=[O:28])=[CH:23][CH:22]=3)[N:7]=[C:6]2[N:8]1[CH2:12][CH2:13][CH:14]1[CH2:19][CH2:18][O:17][CH2:16][CH2:15]1, predict the reactants needed to synthesize it. (8) Given the product [C:4]([CH2:6][CH2:7][CH2:8][C:9]([NH:11][C:12]1[CH:17]=[C:16]([O:18][C:19]2[CH:24]=[CH:23][C:22]([NH:25][C:26]([NH:28][C:29]3[CH:30]=[CH:31][C:32]([F:35])=[CH:33][CH:34]=3)=[O:27])=[CH:21][CH:20]=2)[CH:15]=[CH:14][N:13]=1)=[O:10])([OH:5])=[O:3], predict the reactants needed to synthesize it. The reactants are: C([O:3][C:4]([CH2:6][CH2:7][CH2:8][C:9]([NH:11][C:12]1[CH:17]=[C:16]([O:18][C:19]2[CH:24]=[CH:23][C:22]([NH:25][C:26]([NH:28][C:29]3[CH:34]=[CH:33][C:32]([F:35])=[CH:31][CH:30]=3)=[O:27])=[CH:21][CH:20]=2)[CH:15]=[CH:14][N:13]=1)=[O:10])=[O:5])C.[OH-].[Na+].CO.Cl. (9) Given the product [Cl:6][C:7]1[N:8]=[C:9]([NH:29][CH2:30][CH2:31][CH2:32][CH2:33][CH:34]2[CH2:35][C:36]([CH3:44])([CH3:43])[N:37]([O:42][CH:53]3[CH2:58][CH2:57][CH2:56][CH2:55][CH2:54]3)[C:38]([CH3:41])([CH3:40])[CH2:39]2)[N:10]=[C:11]([NH:13][CH2:14][CH2:15][CH2:16][CH2:17][CH:18]2[CH2:19][C:20]([CH3:28])([CH3:27])[N:21]([O:26][CH:53]3[CH2:58][CH2:57][CH2:56][CH2:55][CH2:54]3)[C:22]([CH3:24])([CH3:25])[CH2:23]2)[N:12]=1, predict the reactants needed to synthesize it. The reactants are: CS(O)(=O)=O.[Cl:6][C:7]1[N:12]=[C:11]([NH:13][CH2:14][CH2:15][CH2:16][CH2:17][CH:18]2[CH2:23][C:22]([CH3:25])([CH3:24])[N:21]([OH:26])[C:20]([CH3:28])([CH3:27])[CH2:19]2)[N:10]=[C:9]([NH:29][CH2:30][CH2:31][CH2:32][CH2:33][CH:34]2[CH2:39][C:38]([CH3:41])([CH3:40])[N:37]([OH:42])[C:36]([CH3:44])([CH3:43])[CH2:35]2)[N:8]=1.OO.S([O-])([O-])=O.[Na+].[Na+].[CH2:53]1[CH2:58][CH2:57][CH2:56][CH2:55][CH2:54]1. (10) The reactants are: Br[CH2:2][CH2:3][O:4][C:5]1[CH:10]=[C:9]([S:11]([CH3:14])(=[O:13])=[O:12])[CH:8]=[C:7]([F:15])[CH:6]=1.[CH2:16]([NH2:18])[CH3:17].Cl. Given the product [CH2:16]([NH:18][CH2:2][CH2:3][O:4][C:5]1[CH:10]=[C:9]([S:11]([CH3:14])(=[O:13])=[O:12])[CH:8]=[C:7]([F:15])[CH:6]=1)[CH3:17], predict the reactants needed to synthesize it.